This data is from Retrosynthesis with 50K atom-mapped reactions and 10 reaction types from USPTO. The task is: Predict the reactants needed to synthesize the given product. (1) Given the product Cc1ccc(-c2nc(N)nc(N)c2N)o1, predict the reactants needed to synthesize it. The reactants are: Cc1ccc(-c2nc(N)nc(N)c2[N+](=O)[O-])o1. (2) Given the product CCOC(=O)CCCN1CCCc2cc(-c3noc(-c4ccc(OC(C)C)c(C#N)c4)n3)ccc2C1, predict the reactants needed to synthesize it. The reactants are: CC(C)Oc1ccc(-c2nc(-c3ccc4c(c3)CCCNC4)no2)cc1C#N.CCOC(=O)CCCBr. (3) Given the product CN(Cc1ccc(C(=O)N2CC3(C)CC2CC(C)(C)C3)cc1)C(=O)N1CCCCC1, predict the reactants needed to synthesize it. The reactants are: CNCc1ccc(C(=O)N2CC3(C)CC2CC(C)(C)C3)cc1.O=C(Cl)N1CCCCC1. (4) Given the product CC(NCc1ccccc1)C(C)n1ncn(-c2ccc(N3CCN(c4ccc(OCC5COC(Cn6cncn6)(c6ccc(F)cc6F)O5)cc4)CC3)cc2)c1=O, predict the reactants needed to synthesize it. The reactants are: CC(N)C(C)n1ncn(-c2ccc(N3CCN(c4ccc(OCC5COC(Cn6cncn6)(c6ccc(F)cc6F)O5)cc4)CC3)cc2)c1=O.O=Cc1ccccc1. (5) Given the product CCC(C)(O)C#Cc1ccc(C(CC2CCCC2)C(=O)OC)cc1, predict the reactants needed to synthesize it. The reactants are: C#CC(C)(O)CC.COC(=O)C(CC1CCCC1)c1ccc(I)cc1. (6) Given the product COC(=O)[C@@H](NC(=O)c1ccc(-c2ccc(OC)cc2)cc1N)C1CCCC1, predict the reactants needed to synthesize it. The reactants are: COC(=O)[C@@H](NC(=O)c1ccc(-c2ccc(OC)cc2)cc1[N+](=O)[O-])C1CCCC1.